This data is from Reaction yield outcomes from USPTO patents with 853,638 reactions. The task is: Predict the reaction yield, written as a fraction of the theoretical maximum amount of product (1.0 means a 100% yield; for example, 0.34 means a 34% yield). (1) The reactants are [Si:1]([O:8][C@@H:9]([CH3:15])[C:10]([O:12]CC)=[O:11])([C:4]([CH3:7])([CH3:6])[CH3:5])([CH3:3])[CH3:2].[Li+].[OH-]. The catalyst is C1COCC1. The product is [Si:1]([O:8][C@@H:9]([CH3:15])[C:10]([OH:12])=[O:11])([C:4]([CH3:7])([CH3:6])[CH3:5])([CH3:3])[CH3:2]. The yield is 0.790. (2) The reactants are [CH3:1][C:2]1([CH3:8])[NH:6][NH:5][C:4](=[O:7])[CH2:3]1.[ClH:9]. The catalyst is CCOCC. The product is [ClH:9].[CH3:1][C:2]1([CH3:8])[NH:6][NH:5][C:4](=[O:7])[CH2:3]1. The yield is 1.00. (3) The reactants are Cl[C:2]1[C:11]2[C:6](=[CH:7][C:8]([CH2:12][OH:13])=[CH:9][CH:10]=2)[N:5]=[C:4]([CH3:14])[CH:3]=1.[NH:15]1[CH2:19][CH2:18][CH2:17][CH2:16]1. No catalyst specified. The product is [CH3:14][C:4]1[CH:3]=[C:2]([N:15]2[CH2:19][CH2:18][CH2:17][CH2:16]2)[C:11]2[C:6](=[CH:7][C:8]([CH2:12][OH:13])=[CH:9][CH:10]=2)[N:5]=1. The yield is 0.900. (4) The reactants are [NH2:1][CH2:2][CH2:3][CH2:4][N:5]([CH3:10])[CH2:6][CH2:7][CH2:8][NH2:9].C(N(CC)CC)C.[Cl:18][C:19]1[CH:20]=[C:21]2[C:26](=[C:27]([Cl:29])[CH:28]=1)[CH2:25][N:24]([CH3:30])[CH2:23][CH:22]2[C:31]1[CH:32]=[C:33]([S:37](Cl)(=[O:39])=[O:38])[CH:34]=[CH:35][CH:36]=1. The catalyst is C(Cl)Cl. The product is [NH2:1][CH2:2][CH2:3][CH2:4][N:5]([CH3:10])[CH2:6][CH2:7][CH2:8][NH:9][S:37]([C:33]1[CH:34]=[CH:35][CH:36]=[C:31]([CH:22]2[C:21]3[C:26](=[C:27]([Cl:29])[CH:28]=[C:19]([Cl:18])[CH:20]=3)[CH2:25][N:24]([CH3:30])[CH2:23]2)[CH:32]=1)(=[O:39])=[O:38]. The yield is 0.740. (5) The reactants are [CH2:1]([Si:8](Cl)([Cl:10])[Cl:9])[C:2]1[CH:7]=[CH:6][CH:5]=[CH:4][CH:3]=1.C[SiH](Cl)Cl.[Cl-].C([P+](CC)(CC)CC)C1C=CC=CC=1. No catalyst specified. The product is [CH2:1]([SiH:8]([Cl:10])[Cl:9])[C:2]1[CH:7]=[CH:6][CH:5]=[CH:4][CH:3]=1. The yield is 0.764. (6) The reactants are C(NC(C)C)(C)C.[Li]CCCC.Cl[Si:14]([CH3:17])([CH3:16])[CH3:15].[Br:18][C:19]1[C:27]2[O:26][CH:25]=[CH:24][C:23]=2[CH:22]=[CH:21][CH:20]=1.[NH4+].[Cl-]. The catalyst is C1COCC1.Cl. The product is [Br:18][C:19]1[C:27]2[O:26][C:25]([Si:14]([CH3:17])([CH3:16])[CH3:15])=[CH:24][C:23]=2[CH:22]=[CH:21][CH:20]=1. The yield is 0.980. (7) The reactants are CC(C)([O-])C.[K+].[C:7]([CH2:9]P(=O)(OCC)OCC)#[N:8].[CH:18](=O)[CH2:19][CH2:20][CH2:21][CH2:22][CH3:23]. The catalyst is O1CCCC1. The product is [C:7](#[N:8])[CH:9]=[CH:18][CH2:19][CH2:20][CH2:21][CH2:22][CH3:23]. The yield is 0.920. (8) The reactants are [NH2:1][C:2]1[N:7]([C:8]2[CH:9]=[N:10][CH:11]=[CH:12][CH:13]=2)[C:6](=[S:14])[NH:5][C:4](=[O:15])[C:3]=1[N:16]=O.[OH-].[NH4+].S(S([O-])=O)([O-])=O.[Na+].[Na+].[C:28](O)(=O)C.C(N)=N. The catalyst is O.CS(C)=O. The product is [N:10]1[CH:11]=[CH:12][CH:13]=[C:8]([N:7]2[C:2]3[N:1]=[CH:28][NH:16][C:3]=3[C:4](=[O:15])[NH:5][C:6]2=[S:14])[CH:9]=1. The yield is 0.200. (9) The reactants are Cl.[NH2:2][CH2:3][C:4]1[CH:5]=[C:6](B(O)O)[CH:7]=[CH:8][CH:9]=1.C(=O)([O-])[O-].[Cs+].[Cs+].[Cl:19][C:20]1[CH:25]=[C:24]([C:26]([NH:28][CH2:29][C@H:30]2[CH2:35][CH2:34][C@H:33]([CH2:36][NH:37][C:38](=[O:44])[O:39][C:40]([CH3:43])([CH3:42])[CH3:41])[CH2:32][CH2:31]2)=[O:27])[CH:23]=[C:22](Cl)[N:21]=1. The catalyst is O.O1CCOCC1.Cl[Pd](Cl)([P](C1C=CC=CC=1)(C1C=CC=CC=1)C1C=CC=CC=1)[P](C1C=CC=CC=1)(C1C=CC=CC=1)C1C=CC=CC=1. The product is [NH2:2][CH2:3][C:4]1[CH:5]=[C:6]([C:22]2[CH:23]=[C:24]([C:26]([NH:28][CH2:29][C@H:30]3[CH2:31][CH2:32][C@H:33]([CH2:36][NH:37][C:38](=[O:44])[O:39][C:40]([CH3:41])([CH3:42])[CH3:43])[CH2:34][CH2:35]3)=[O:27])[CH:25]=[C:20]([Cl:19])[N:21]=2)[CH:7]=[CH:8][CH:9]=1. The yield is 0.290. (10) The reactants are [H-].[Na+].Cl.[CH3:4][O:5][C:6]1[CH:7]=[C:8]2[C:12](=[CH:13][CH:14]=1)[CH2:11][CH:10]([NH2:15])[CH2:9]2.[C:16]1(=O)[O:21][C:19](=[O:20])[C:18]2=[CH:22][CH:23]=[CH:24][CH:25]=[C:17]12. The catalyst is CN(C=O)C.CCOC(C)=O. The product is [CH3:4][O:5][C:6]1[CH:7]=[C:8]2[C:12](=[CH:13][CH:14]=1)[CH2:11][CH:10]([N:15]1[C:19](=[O:20])[C:18]3[C:17](=[CH:25][CH:24]=[CH:23][CH:22]=3)[C:16]1=[O:21])[CH2:9]2. The yield is 0.430.